This data is from Forward reaction prediction with 1.9M reactions from USPTO patents (1976-2016). The task is: Predict the product of the given reaction. (1) Given the reactants [CH:1]1[C:6]2[C:7]3[NH:8][C:9]4[C:14]([C:15]=3[CH2:16][S:17][C:5]=2[CH:4]=[CH:3][CH:2]=1)=[CH:13][C:12]([OH:18])=[CH:11][CH:10]=4.N1C=CN=C1.[CH3:24][C:25]([Si:28](Cl)([CH3:30])[CH3:29])([CH3:27])[CH3:26], predict the reaction product. The product is: [C:25]([Si:28]([CH3:30])([CH3:29])[O:18][C:12]1[CH:13]=[C:14]2[C:9](=[CH:10][CH:11]=1)[NH:8][C:7]1[C:6]3[CH:1]=[CH:2][CH:3]=[CH:4][C:5]=3[S:17][CH2:16][C:15]2=1)([CH3:27])([CH3:26])[CH3:24]. (2) The product is: [CH3:21][N:20]([CH3:22])[CH2:19][CH2:18][N:16]1[CH:17]=[C:13]([NH:12][C:10]2[N:11]=[C:6]([O:5][C:4]3[CH:3]=[C:2]([NH:1][C:29](=[O:32])[CH:30]=[CH2:31])[CH:28]=[CH:27][CH:26]=3)[C:7]3[CH:25]=[CH:24][NH:23][C:8]=3[N:9]=2)[CH:14]=[N:15]1. Given the reactants [NH2:1][C:2]1[CH:3]=[C:4]([CH:26]=[CH:27][CH:28]=1)[O:5][C:6]1[C:7]2[CH:25]=[CH:24][NH:23][C:8]=2[N:9]=[C:10]([NH:12][C:13]2[CH:14]=[N:15][N:16]([CH2:18][CH2:19][N:20]([CH3:22])[CH3:21])[CH:17]=2)[N:11]=1.[C:29](Cl)(=[O:32])[CH:30]=[CH2:31], predict the reaction product. (3) Given the reactants [OH:1][CH2:2][CH:3]([C:10]1[CH:11]=[C:12]2[C:16](=[CH:17][CH:18]=1)[NH:15][C:14]([C:19]#[N:20])=[CH:13]2)[C:4]1[CH:9]=[CH:8][CH:7]=[CH:6][CH:5]=1.[CH3:21][S:22](Cl)(=[O:24])=[O:23].C(N(CC)CC)C, predict the reaction product. The product is: [C:19]([C:14]1[NH:15][C:16]2[C:12]([CH:13]=1)=[CH:11][C:10]([CH:3]([C:4]1[CH:5]=[CH:6][CH:7]=[CH:8][CH:9]=1)[CH2:2][O:1][S:22]([CH3:21])(=[O:24])=[O:23])=[CH:18][CH:17]=2)#[N:20]. (4) Given the reactants [C:1]([N:9]1[CH2:13][CH:12]2[CH2:14][N:15](C(OC(C)(C)C)=O)[CH2:16][CH:11]2[CH2:10]1)(=[O:8])[C:2]1[CH:7]=[CH:6][CH:5]=[CH:4][CH:3]=1, predict the reaction product. The product is: [CH2:10]1[CH:11]2[CH2:16][NH:15][CH2:14][CH:12]2[CH2:13][N:9]1[C:1]([C:2]1[CH:3]=[CH:4][CH:5]=[CH:6][CH:7]=1)=[O:8]. (5) Given the reactants [CH2:1]([O:3][C:4]([C:6]1[S:15][C:14]2[C:13]3[CH:16]=[C:17]([Cl:27])[CH:18]=[C:19]([O:20][CH2:21][CH2:22][CH2:23][N:24]([CH3:26])[CH3:25])[C:12]=3[O:11][C:10]3[CH:28]=[CH:29][CH:30]=[CH:31][C:9]=3[C:8]=2[CH:7]=1)=[O:5])[CH3:2].[C:32]([OH:44])(=[O:43])[CH2:33][C:34]([CH2:39][C:40]([OH:42])=[O:41])([C:36]([OH:38])=[O:37])[OH:35], predict the reaction product. The product is: [C:32]([OH:44])(=[O:43])[CH2:33][C:34]([CH2:39][C:40]([OH:42])=[O:41])([C:36]([OH:38])=[O:37])[OH:35].[CH2:1]([O:3][C:4]([C:6]1[S:15][C:14]2[C:13]3[CH:16]=[C:17]([Cl:27])[CH:18]=[C:19]([O:20][CH2:21][CH2:22][CH2:23][N:24]([CH3:26])[CH3:25])[C:12]=3[O:11][C:10]3[CH:28]=[CH:29][CH:30]=[CH:31][C:9]=3[C:8]=2[CH:7]=1)=[O:5])[CH3:2]. (6) Given the reactants [OH:1][C:2]1[CH:3]=[CH:4][C:5]([N+:10]([O-:12])=[O:11])=[C:6]([CH:9]=1)[CH:7]=[O:8].C(=O)([O-])[O-].[K+].[K+].[CH2:19](Br)[C:20]1[CH:25]=[CH:24][CH:23]=[CH:22][CH:21]=1, predict the reaction product. The product is: [CH2:19]([O:1][C:2]1[CH:3]=[CH:4][C:5]([N+:10]([O-:12])=[O:11])=[C:6]([CH:9]=1)[CH:7]=[O:8])[C:20]1[CH:25]=[CH:24][CH:23]=[CH:22][CH:21]=1. (7) Given the reactants [Cl:1][C:2]1[CH:7]=[C:6]([Cl:8])[CH:5]=[CH:4][C:3]=1[C:9]1[N:10]([C:20]2[CH:25]=[CH:24][C:23]([OH:26])=[CH:22][CH:21]=2)[C:11]([CH3:19])=[C:12]([C:14]([O:16][CH2:17][CH3:18])=[O:15])[N:13]=1.[F:27][CH2:28][CH2:29][CH2:30]O.C1(P(C2C=CC=CC=2)C2C=CC=CC=2)C=CC=CC=1.CCOC(/N=N/C(OCC)=O)=O, predict the reaction product. The product is: [Cl:1][C:2]1[CH:7]=[C:6]([Cl:8])[CH:5]=[CH:4][C:3]=1[C:9]1[N:10]([C:20]2[CH:21]=[CH:22][C:23]([O:26][CH2:30][CH2:29][CH2:28][F:27])=[CH:24][CH:25]=2)[C:11]([CH3:19])=[C:12]([C:14]([O:16][CH2:17][CH3:18])=[O:15])[N:13]=1. (8) The product is: [C:1]([O:5][C:6](=[O:33])[NH:7][CH:8]1[CH2:13][CH2:12][CH:11]([NH:14][C:15]2[N:20]=[C:19]3[NH:21][N:22]=[C:23]([C:24]4[CH:29]=[CH:28][N:27]=[C:26]([NH:39][CH2:38][C:37]5[CH:40]=[CH:41][CH:42]=[C:35]([Cl:34])[CH:36]=5)[N:25]=4)[C:18]3=[CH:17][N:16]=2)[CH2:10][CH2:9]1)([CH3:4])([CH3:3])[CH3:2]. Given the reactants [C:1]([O:5][C:6](=[O:33])[NH:7][CH:8]1[CH2:13][CH2:12][CH:11]([NH:14][C:15]2[N:20]=[C:19]3[NH:21][N:22]=[C:23]([C:24]4[CH:29]=[CH:28][N:27]=[C:26](S(C)=O)[N:25]=4)[C:18]3=[CH:17][N:16]=2)[CH2:10][CH2:9]1)([CH3:4])([CH3:3])[CH3:2].[Cl:34][C:35]1[CH:36]=[C:37]([CH:40]=[CH:41][CH:42]=1)[CH2:38][NH2:39], predict the reaction product.